This data is from hERG Central: cardiac toxicity at 1µM, 10µM, and general inhibition. The task is: Predict hERG channel inhibition at various concentrations. (1) The drug is OCCC1CN(Cc2cc(F)ccc2-n2cccn2)CCN1Cc1ccc(F)cc1. Results: hERG_inhib (hERG inhibition (general)): blocker. (2) The drug is CCN(CC)CCCn1c2c(c(SCC(=O)Nc3cccc(C(C)=O)c3)nc1=O)CCC2. Results: hERG_inhib (hERG inhibition (general)): blocker. (3) Results: hERG_inhib (hERG inhibition (general)): blocker. The drug is O=C(c1cc2ccccc2[nH]1)N(Cc1cccnc1)CC1CCCN(C2CCCCC2)C1. (4) The compound is CC(Sc1nnc(-c2cccs2)n1-c1ccccc1)C(=O)NCc1ccc2c(c1)OCO2. Results: hERG_inhib (hERG inhibition (general)): blocker. (5) The compound is CCN1CCc2c(sc(NC(=O)c3ccc(C(=O)c4ccccc4)cc3)c2C(N)=O)C1.Cl. Results: hERG_inhib (hERG inhibition (general)): blocker.